Dataset: M1 muscarinic receptor antagonist screen with 61,756 compounds. Task: Binary Classification. Given a drug SMILES string, predict its activity (active/inactive) in a high-throughput screening assay against a specified biological target. (1) The molecule is S(c1nc(nc2c1cccc2)C(C)C)CC(OC)=O. The result is 0 (inactive). (2) The drug is s1c(c2n(Cc3cc(OC)ccc3)c(on2)=O)ccc1. The result is 0 (inactive). (3) The compound is S(=O)(=O)(N(CCC)c1nc(cc(OC)n1)C)c1ccccc1. The result is 0 (inactive). (4) The molecule is S(c1cc(OC)c(C(=O)NCCCOCC)cc1)C. The result is 0 (inactive). (5) The molecule is O1CCN(CC1)Cc1ccc(NC(=O)c2nn3c(c2)cccc3)cc1. The result is 0 (inactive). (6) The drug is O1C(CCC1)CNC(=O)c1c(c2onc(n2)c2ccc(cc2)C)cccc1. The result is 0 (inactive). (7) The drug is s1c(Nc2cccnc2)nc(c2cccnc2)c1. The result is 0 (inactive).